From a dataset of Reaction yield outcomes from USPTO patents with 853,638 reactions. Predict the reaction yield, written as a fraction of the theoretical maximum amount of product (1.0 means a 100% yield; for example, 0.34 means a 34% yield). (1) The reactants are [CH3:1][C:2]([N:10]1[CH:14]=[C:13]([C:15]2[C:16]3[CH:23]=[CH:22][N:21]([CH2:24][O:25][CH2:26][CH2:27][Si:28]([CH3:31])([CH3:30])[CH3:29])[C:17]=3[N:18]=[CH:19][N:20]=2)[CH:12]=[N:11]1)([CH3:9])[CH2:3][C:4](OCC)=[O:5].[H-].C([Al+]CC(C)C)C(C)C. The catalyst is C1COCC1.C(Cl)Cl. The product is [CH3:9][C:2]([N:10]1[CH:14]=[C:13]([C:15]2[C:16]3[CH:23]=[CH:22][N:21]([CH2:24][O:25][CH2:26][CH2:27][Si:28]([CH3:31])([CH3:29])[CH3:30])[C:17]=3[N:18]=[CH:19][N:20]=2)[CH:12]=[N:11]1)([CH3:1])[CH2:3][CH2:4][OH:5]. The yield is 0.990. (2) The reactants are Cl[C:2]1[CH:7]=[C:6]([Cl:8])[CH:5]=[CH:4][N:3]=1.[C:9]1(B(O)O)[CH:14]=[CH:13][CH:12]=[CH:11][CH:10]=1.C(=O)([O-])[O-].[K+].[K+].C(COC)OC. The catalyst is C1C=CC([P]([Pd]([P](C2C=CC=CC=2)(C2C=CC=CC=2)C2C=CC=CC=2)([P](C2C=CC=CC=2)(C2C=CC=CC=2)C2C=CC=CC=2)[P](C2C=CC=CC=2)(C2C=CC=CC=2)C2C=CC=CC=2)(C2C=CC=CC=2)C2C=CC=CC=2)=CC=1.O. The product is [C:9]1([C:2]2[CH:7]=[C:6]([Cl:8])[CH:5]=[CH:4][N:3]=2)[CH:14]=[CH:13][CH:12]=[CH:11][CH:10]=1. The yield is 0.540.